This data is from Reaction yield outcomes from USPTO patents with 853,638 reactions. The task is: Predict the reaction yield, written as a fraction of the theoretical maximum amount of product (1.0 means a 100% yield; for example, 0.34 means a 34% yield). (1) The reactants are [Cl:1][C:2]1[CH:3]=[CH:4][C:5]([OH:11])=[C:6]([C:8](=[O:10])[CH3:9])[CH:7]=1.[CH2:12]([N:19]1[CH2:24][CH2:23][C:22](=O)[CH2:21][CH2:20]1)[C:13]1[CH:18]=[CH:17][CH:16]=[CH:15][CH:14]=1.N1CCCC1.O. The catalyst is CO. The product is [CH2:12]([N:19]1[CH2:24][CH2:23][C:22]2([CH2:9][C:8](=[O:10])[C:6]3[C:5](=[CH:4][CH:3]=[C:2]([Cl:1])[CH:7]=3)[O:11]2)[CH2:21][CH2:20]1)[C:13]1[CH:18]=[CH:17][CH:16]=[CH:15][CH:14]=1. The yield is 0.770. (2) The reactants are [Cl:1][C:2]1[C:10]2[N:9]=[C:8]3[N:11]([C:15]4[CH:20]=[CH:19][C:18]([Cl:21])=[CH:17][C:16]=4[Cl:22])[CH2:12][CH2:13][CH2:14][N:7]3[C:6]=2[C:5]([CH:23]([NH2:28])[C:24]([F:27])([F:26])[F:25])=[CH:4][CH:3]=1.N1C=CC=CC=1.[C:35](Cl)(=[O:37])[CH3:36].C(=O)([O-])O.[Na+]. The catalyst is O1CCCC1. The product is [Cl:1][C:2]1[C:10]2[N:9]=[C:8]3[N:11]([C:15]4[CH:20]=[CH:19][C:18]([Cl:21])=[CH:17][C:16]=4[Cl:22])[CH2:12][CH2:13][CH2:14][N:7]3[C:6]=2[C:5]([CH:23]([NH:28][C:35](=[O:37])[CH3:36])[C:24]([F:25])([F:26])[F:27])=[CH:4][CH:3]=1. The yield is 0.470. (3) The reactants are C1(P(C2C=CC=CC=2)C2C=CC=CC=2)C=CC=CC=1.BrN1C(=O)CCC1=O.[Cl:28][C:29]1[CH:30]=[C:31]([CH:39]([CH2:43][CH:44]2[CH2:48][CH2:47][CH2:46][CH2:45]2)[C:40]([OH:42])=O)[CH:32]=[CH:33][C:34]=1[S:35]([CH3:38])(=[O:37])=[O:36].[NH2:49][C:50]1[CH:55]=[CH:54][C:53]([Cl:56])=[CH:52][N:51]=1.N1C=CC=CC=1. The catalyst is C(Cl)Cl.O. The product is [Cl:28][C:29]1[CH:30]=[C:31]([CH:39]([CH2:43][CH:44]2[CH2:48][CH2:47][CH2:46][CH2:45]2)[C:40]([NH:49][C:50]2[CH:55]=[CH:54][C:53]([Cl:56])=[CH:52][N:51]=2)=[O:42])[CH:32]=[CH:33][C:34]=1[S:35]([CH3:38])(=[O:36])=[O:37]. The yield is 0.410. (4) The reactants are [H-].[Na+].[CH3:3][O:4][C:5](=[O:20])[CH:6]([N:11]=CC1C=CC([Cl:19])=CC=1)[CH2:7][CH2:8][S:9][CH3:10].[C:21]([C:23]1[CH:24]=[C:25]([CH:28]=[CH:29][CH:30]=1)[CH2:26]Br)#[N:22].Cl. The catalyst is C1COCC1. The product is [ClH:19].[CH3:3][O:4][C:5](=[O:20])[C:6]([NH2:11])([CH2:26][C:25]1[CH:28]=[CH:29][CH:30]=[C:23]([C:21]#[N:22])[CH:24]=1)[CH2:7][CH2:8][S:9][CH3:10]. The yield is 0.150.